This data is from Peptide-MHC class I binding affinity with 185,985 pairs from IEDB/IMGT. The task is: Regression. Given a peptide amino acid sequence and an MHC pseudo amino acid sequence, predict their binding affinity value. This is MHC class I binding data. (1) The peptide sequence is LLQGVPFHV. The MHC is HLA-A30:01 with pseudo-sequence HLA-A30:01. The binding affinity (normalized) is 0.0847. (2) The peptide sequence is ATYQRTRA. The MHC is HLA-A02:03 with pseudo-sequence HLA-A02:03. The binding affinity (normalized) is 0. (3) The peptide sequence is HTLWKAGILYK. The MHC is HLA-A03:01 with pseudo-sequence HLA-A03:01. The binding affinity (normalized) is 0.735. (4) The peptide sequence is KQGDVFYTA. The MHC is HLA-B18:01 with pseudo-sequence HLA-B18:01. The binding affinity (normalized) is 0.0847. (5) The peptide sequence is LSPIPPSRSML. The MHC is Mamu-A01 with pseudo-sequence Mamu-A01. The binding affinity (normalized) is 0.851. (6) The peptide sequence is YQAFRTKVH. The MHC is HLA-B15:17 with pseudo-sequence HLA-B15:17. The binding affinity (normalized) is 0.0847.